Regression. Given a peptide amino acid sequence and an MHC pseudo amino acid sequence, predict their binding affinity value. This is MHC class I binding data. From a dataset of Peptide-MHC class I binding affinity with 185,985 pairs from IEDB/IMGT. (1) The peptide sequence is MLAESCDSV. The MHC is HLA-A02:12 with pseudo-sequence HLA-A02:12. The binding affinity (normalized) is 1.00. (2) The peptide sequence is RADEEQQQA. The MHC is HLA-A02:01 with pseudo-sequence HLA-A02:01. The binding affinity (normalized) is 0.